Dataset: Forward reaction prediction with 1.9M reactions from USPTO patents (1976-2016). Task: Predict the product of the given reaction. (1) Given the reactants [Cl:1][C:2]1[CH:7]=[CH:6][C:5]([S:8]([CH2:11][C:12]2[CH:17]=[C:16]([F:18])[CH:15]=[CH:14][C:13]=2[F:19])(=[O:10])=[O:9])=[CH:4][CH:3]=1.[CH3:20][CH2:21][CH:22](O)[CH2:23][CH2:24][CH3:25].C(C=P(CCCC)(CCCC)CCCC)#N, predict the reaction product. The product is: [Cl:1][C:2]1[CH:7]=[CH:6][C:5]([S:8]([CH:11]([C:12]2[CH:17]=[C:16]([F:18])[CH:15]=[CH:14][C:13]=2[F:19])[CH:22]([CH2:21][CH3:20])[CH2:23][CH2:24][CH3:25])(=[O:10])=[O:9])=[CH:4][CH:3]=1. (2) Given the reactants Cl.[Cl:2][C:3]1[C:11]2[C:6](=[N:7][CH:8]=[CH:9][CH:10]=2)[N:5]([C:12]2[CH:17]=[CH:16][CH:15]=[C:14]([F:18])[CH:13]=2)[C:4]=1[CH:19]([NH:21]C(=O)OC(C)(C)C)[CH3:20], predict the reaction product. The product is: [Cl:2][C:3]1[C:11]2[C:6](=[N:7][CH:8]=[CH:9][CH:10]=2)[N:5]([C:12]2[CH:17]=[CH:16][CH:15]=[C:14]([F:18])[CH:13]=2)[C:4]=1[CH:19]([NH2:21])[CH3:20]. (3) Given the reactants [CH3:1][O:2][C:3](=[O:28])[CH2:4][CH2:5][CH2:6][CH2:7][C:8]1([C:14]2[CH:19]=[CH:18][C:17]([O:20][CH3:21])=[CH:16][C:15]=2[NH:22][C:23](=[O:27])[C@H:24]([NH2:26])[CH3:25])[S:13][CH2:12][CH2:11][CH2:10][S:9]1.[NH:29]([C:34]([O:36][C:37]([CH3:40])([CH3:39])[CH3:38])=[O:35])[CH2:30][C:31](O)=[O:32].C1C=CC2N(O)N=NC=2C=1.CCN(CC)CC, predict the reaction product. The product is: [CH3:1][O:2][C:3](=[O:28])[CH2:4][CH2:5][CH2:6][CH2:7][C:8]1([C:14]2[CH:19]=[CH:18][C:17]([O:20][CH3:21])=[CH:16][C:15]=2[NH:22][C:23](=[O:27])[C@H:24]([NH:26][C:31](=[O:32])[CH2:30][NH:29][C:34]([O:36][C:37]([CH3:39])([CH3:38])[CH3:40])=[O:35])[CH3:25])[S:13][CH2:12][CH2:11][CH2:10][S:9]1. (4) Given the reactants [CH3:1][CH:2]1[NH:7][CH2:6][C:5]2[S:8][C:9]([C:11]([O-:13])=O)=[N:10][C:4]=2[CH2:3]1.[Li+].[C:15]([O:19][C:20]([N:22]1[CH2:27][CH2:26][NH:25][CH2:24][CH2:23]1)=[O:21])([CH3:18])([CH3:17])[CH3:16].O.ON1C2C=CC=CC=2N=N1.Cl.CN(C)CCCN=C=NCC, predict the reaction product. The product is: [C:15]([O:19][C:20]([N:22]1[CH2:27][CH2:26][N:25]([C:11]([C:9]2[S:8][C:5]3[CH2:6][NH:7][CH:2]([CH3:1])[CH2:3][C:4]=3[N:10]=2)=[O:13])[CH2:24][CH2:23]1)=[O:21])([CH3:18])([CH3:16])[CH3:17]. (5) Given the reactants Br[C:2]1[CH:7]=[C:6]([CH3:8])[C:5]([Br:9])=[CH:4][N:3]=1.[NH2:10][C:11]1[N:16]=[CH:15][C:14](B(O)O)=[CH:13][N:12]=1.C(=O)([O-])[O-].[K+].[K+].O1CCOCC1, predict the reaction product. The product is: [Br:9][C:5]1[C:6]([CH3:8])=[CH:7][C:2]([C:14]2[CH:13]=[N:12][C:11]([NH2:10])=[N:16][CH:15]=2)=[N:3][CH:4]=1. (6) Given the reactants C(OC([N:11]1[CH2:16][CH2:15][N:14]([C:17]2[CH:18]=[C:19]3[CH2:25][CH:24]([CH:26]4[CH2:31][CH2:30][N:29]([C:32]([O:34][C:35]([CH3:38])([CH3:37])[CH3:36])=[O:33])[CH2:28][CH2:27]4)[O:23][C:20]3=[CH:21][N:22]=2)[CH2:13][CH2:12]1)=O)C1C=CC=CC=1, predict the reaction product. The product is: [C:35]([O:34][C:32]([N:29]1[CH2:30][CH2:31][CH:26]([CH:24]2[O:23][C:20]3=[CH:21][N:22]=[C:17]([N:14]4[CH2:13][CH2:12][NH:11][CH2:16][CH2:15]4)[CH:18]=[C:19]3[CH2:25]2)[CH2:27][CH2:28]1)=[O:33])([CH3:38])([CH3:36])[CH3:37].